This data is from Drug-target binding data from BindingDB using IC50 measurements. The task is: Regression. Given a target protein amino acid sequence and a drug SMILES string, predict the binding affinity score between them. We predict pIC50 (pIC50 = -log10(IC50 in M); higher means more potent). Dataset: bindingdb_ic50. (1) The compound is COc1cc(/C=C2\S/C(=N\c3cccc(C(=O)O)c3)N(C)C2=O)cc(OC)c1OC. The target protein (P9WP55) has sequence MSIAEDITQLIGRTPLVRLRRVTDGAVADIVAKLEFFNPANSVKDRIGVAMLQAAEQAGLIKPDTIILEPTSGNTGIALAMVCAARGYRCVLTMPETMSLERRMLLRAYGAELILTPGADGMSGAIAKAEELAKTDQRYFVPQQFENPANPAIHRVTTAEEVWRDTDGKVDIVVAGVGTGGTITGVAQVIKERKPSARFVAVEPAASPVLSGGQKGPHPIQGIGAGFVPPVLDQDLVDEIITVGNEDALNVARRLAREEGLLVGISSGAATVAALQVARRPENAGKLIVVVLPDFGERYLSTPLFADVAD. The pIC50 is 7.2. (2) The compound is CCCCCCCC(=O)NCC#Cc1cn([C@H]2C[C@H](O)[C@@H](COP(=O)([O-])[O-])O2)c(=O)[nH]c1=O. The target protein (P9WG57) has sequence MAETAPLRVQLIAKTDFLAPPDVPWTTDADGGPALVEFAGRACYQSWSKPNPKTATNAGYLRHIIDVGHFSVLEHASVSFYITGISRSCTHELIRHRHFSYSQLSQRYVPEKDSRVVVPPGMEDDADLRHILTEAADAARATYSELLAKLEAKFADQPNAILRRKQARQAARAVLPNATETRIVVTGNYRAWRHFIAMRASEHADVEIRRLAIECLRQLAAVAPAVFADFEVTTLADGTEVATSPLATEA. The pIC50 is 6.0. (3) The pIC50 is 5.8. The target protein (O94811) has sequence MADKAKPAKAANRTPPKSPGDPSKDRAAKRLSLESEGAGEGAAASPELSALEEAFRRFAVHGDARATGREMHGKNWSKLCKDCQVIDGRNVTVTDVDIVFSKIKGKSCRTITFEQFQEALEELAKKRFKDKSSEEAVREVHRLIEGKAPIISGVTKAISSPTVSRLTDTTKFTGSHKERFDPSGKGKGKAGRVDLVDESGYVSGYKHAGTYDQKVQGGK. The small molecule is COc1ccc(C=Cc2cc(OC)c(OC)c(OC)c2)cc1B(O)O. (4) The drug is COC(=O)[C@H]1[C@@H](c2ccc(F)cc2)C[C@H]2CC[C@H]1N2C. The target protein (P31652) has sequence METTPLNSQKVLSECKDREDCQENGVLQKGVPTTADRAEPSQISNGYSAVPSTSAGDEASHSIPAATTTLVAEIRQGERETWGKKMDFLLSVIGYAVDLGNIWRFPYICYQNGGGAFLLPYTIMAIFGGIPLFYMELALGQYHRNGCISIWRKICPIFKGIGYAICIIAFYIASYYNTIIAWALYYLISSLTDRLPWTSCTNSWNTGNCTNYFAQDNITWTLHSTSPAEEFYLRHVLQIHQSKGLQDLGTISWQLTLCIVLIFTVIYFSIWKGVKTSGKVVWVTATFPYIVLSVLLVRGATLPGAWRGVVFYLKPNWQKLLETGVWVDAAAQIFFSLGPGFGVLLAFASYNKFNNNCYQDALVTSVVNCMTSFVSGFVIFTVLGYMAEMRNEDVSEVAKDAGPSLLFITYAEAIANMPASTFFAIIFFLMLITLGLDSTFAGLEGVITAVLDEFPHIWAKRREWFVLIVVITCVLGSLLTLTSGGAYVVTLLEEYATGPA.... The pIC50 is 6.2. (5) The drug is CC(C)CCCC(N)C1CCN2C3OC=C4CC(OC(=O)CCC(=O)NCC[N+](C)(C)C)CCC4(C)C3CCC12C. The target protein (P05696) has sequence MADVYPANDSTASQDVANRFARKGALRQKNVHEVKDHKFIARFFKQPTFCSHCTDFIWGFGKQGFQCQVCCFVVHKRCHEFVTFSCPGADKGPDTDDPRSKHKFKIHTYGSPTFCDHCGSLLYGLIHQGMKCDTCDMNVHKQCVINVPSLCGMDHTEKRGRIYLKAEVTDEKLHVTVRDAKNLIPMDPNGLSDPYVKLKLIPDPKNESKQKTKTIRSTLNPQWNESFTFKLKPSDKDRRLSVEIWDWDRTTRNDFMGSLSFGVSELMKMPASGWYKLLNQEEGEYYNVPIPEGDEEGNVELRQKFEKAKLGPAGNKVISPSEDRKQPSNNLDRVKLTDFNFLMVLGKGSFGKVMLADRKGTEELYAIKILKKDVVIQDDDVECTMVEKRVLALLDKPPFLTQLHSCFQTVDRLYFVMEYVNGGDLMYHIQQVGKFKEPQAVFYAAEISIGLFFLHKRGIIYRDLKLDNVMLDSEGHIKIADFGMCKEHMMDGVTTRTFCG.... The pIC50 is 4.2. (6) The small molecule is COc1ccc(S(=O)(=O)N(Cc2cccc(C)c2F)[C@H](Cc2cccs2)C(=O)NO)cc1. The target protein (P13497) has sequence MPGVARLPLLLGLLLLPRPGRPLDLADYTYDLAEEDDSEPLNYKDPCKAAAFLGDIALDEEDLRAFQVQQAVDLRRHTARKSSIKAAVPGNTSTPSCQSTNGQPQRGACGRWRGRSRSRRAATSRPERVWPDGVIPFVIGGNFTGSQRAVFRQAMRHWEKHTCVTFLERTDEDSYIVFTYRPCGCCSYVGRRGGGPQAISIGKNCDKFGIVVHELGHVVGFWHEHTRPDRDRHVSIVRENIQPGQEYNFLKMEPQEVESLGETYDFDSIMHYARNTFSRGIFLDTIVPKYEVNGVKPPIGQRTRLSKGDIAQARKLYKCPACGETLQDSTGNFSSPEYPNGYSAHMHCVWRISVTPGEKIILNFTSLDLYRSRLCWYDYVEVRDGFWRKAPLRGRFCGSKLPEPIVSTDSRLWVEFRSSSNWVGKGFFAVYEAICGGDVKKDYGHIQSPNYPDDYRPSKVCIWRIQVSEGFHVGLTFQSFEIERHDSCAYDYLEVRDGHS.... The pIC50 is 6.8. (7) The drug is Cc1ccc(C2(c3nnc4n3CCCCCC4)CC2)cc1. The target protein (P51661) has sequence MERWPWPSGGAWLLVAARALLQLLRSDLRLGRPLLAALALLAALDWLCQRLLPPPAALVVLAGAGWIALSRLARPPRLPVATRAVLITGCDTGFGKETAKKLDAMGFTVLATVLDLNSPGALELRDLCSPRLKLLQMDLTKAEDISRVLEITKAHTASTGLWGLVNNAGLNIVVADVELSPVATFRKCMEVNFFGALELTKGLLPLLRHSRGRIVTVGSPAGDMPYPCLAAYGTSKAAIALLMDTFGCELLPWGIKVSIIKPGCFKTDAVTNVNLWEKRKQLLLANIPRELLQAYGEDYIEHVHGQFLNSLRMALPDLSPVVDAIIDALLAAQPRSRYYPGRGLGLMYFIHHYLPEGLRRCFLQNFFINHLLPRALRPGQHGPAPA. The pIC50 is 5.4. (8) The pIC50 is 5.7. The target protein (P07237) has sequence MLRRALLCLAVAALVRADAPEEEDHVLVLRKSNFAEALAAHKYLLVEFYAPWCGHCKALAPEYAKAAGKLKAEGSEIRLAKVDATEESDLAQQYGVRGYPTIKFFRNGDTASPKEYTAGREADDIVNWLKKRTGPAATTLPDGAAAESLVESSEVAVIGFFKDVESDSAKQFLQAAEAIDDIPFGITSNSDVFSKYQLDKDGVVLFKKFDEGRNNFEGEVTKENLLDFIKHNQLPLVIEFTEQTAPKIFGGEIKTHILLFLPKSVSDYDGKLSNFKTAAESFKGKILFIFIDSDHTDNQRILEFFGLKKEECPAVRLITLEEEMTKYKPESEELTAERITEFCHRFLEGKIKPHLMSQELPEDWDKQPVKVLVGKNFEDVAFDEKKNVFVEFYAPWCGHCKQLAPIWDKLGETYKDHENIVIAKMDSTANEVEAVKVHSFPTLKFFPASADRTVIDYNGERTLDGFKKFLESGGQDGAGDDDDLEDLEEAEEPDMEEDDD.... The small molecule is C/C1=C\[C@@H](O)C(C)(C)CCC[C@](C)(O)[C@@H](O)CC1OC(=O)c1ccc(O)cc1.